From a dataset of Catalyst prediction with 721,799 reactions and 888 catalyst types from USPTO. Predict which catalyst facilitates the given reaction. Reactant: C1(C(C2C=CC=CC=2)=[N:8][C:9]2[CH:10]=[C:11]([O:23][CH2:24][CH3:25])[C:12]([NH:15][C:16]3[CH:21]=[CH:20][CH:19]=[C:18]([CH3:22])[N:17]=3)=[N:13][CH:14]=2)C=CC=CC=1.Cl.NO. Product: [CH2:24]([O:23][C:11]1[C:12]([NH:15][C:16]2[CH:21]=[CH:20][CH:19]=[C:18]([CH3:22])[N:17]=2)=[N:13][CH:14]=[C:9]([NH2:8])[CH:10]=1)[CH3:25]. The catalyst class is: 5.